This data is from Full USPTO retrosynthesis dataset with 1.9M reactions from patents (1976-2016). The task is: Predict the reactants needed to synthesize the given product. (1) Given the product [F:46][C:47]1([F:53])[CH2:52][CH2:51][N:50]([C:20]([C:15]2[NH:16][C:17]3[C:13]([CH:14]=2)=[CH:12][C:11]([C:9]([N:6]2[CH2:7][CH2:8][CH:4]([N:3]([CH3:23])[CH3:2])[CH2:5]2)=[O:10])=[CH:19][CH:18]=3)=[O:21])[CH2:49][CH2:48]1, predict the reactants needed to synthesize it. The reactants are: Cl.[CH3:2][N:3]([CH3:23])[CH:4]1[CH2:8][CH2:7][N:6]([C:9]([C:11]2[CH:12]=[C:13]3[C:17](=[CH:18][CH:19]=2)[NH:16][C:15]([C:20](O)=[O:21])=[CH:14]3)=[O:10])[CH2:5]1.F[B-](F)(F)F.N1(OC(N(C)C)=[N+](C)C)C2C=CC=CC=2N=N1.[F:46][C:47]1([F:53])[CH2:52][CH2:51][NH:50][CH2:49][CH2:48]1.C(N(CC)C(C)C)(C)C. (2) Given the product [CH2:1]([C:3]1[C:4]([NH:13][C@H:14]2[CH2:18][CH2:17][CH2:16][C@@H:15]2[NH:19][C:20](=[O:26])[O:21][C:22]([CH3:25])([CH3:24])[CH3:23])=[N:5][CH:6]=[C:7]([C:9]([F:11])([F:10])[F:12])[N:8]=1)[CH3:2], predict the reactants needed to synthesize it. The reactants are: [CH:1]([C:3]1[C:4]([NH:13][C@H:14]2[CH2:18][CH2:17][CH2:16][C@@H:15]2[NH:19][C:20](=[O:26])[O:21][C:22]([CH3:25])([CH3:24])[CH3:23])=[N:5][CH:6]=[C:7]([C:9]([F:12])([F:11])[F:10])[N:8]=1)=[CH2:2].[H][H].